Dataset: Full USPTO retrosynthesis dataset with 1.9M reactions from patents (1976-2016). Task: Predict the reactants needed to synthesize the given product. (1) Given the product [C:10]1([C:3]2[CH:4]=[C:5]([C:6]3[N:16]([Sn:19]([CH3:22])([CH3:21])[CH3:20])[N:17]=[N:18][N:7]=3)[CH:8]=[CH:9][C:2]=2[NH2:1])[CH2:15][CH2:14][CH2:13][CH2:12][CH:11]=1, predict the reactants needed to synthesize it. The reactants are: [NH2:1][C:2]1[CH:9]=[CH:8][C:5]([C:6]#[N:7])=[CH:4][C:3]=1[C:10]1[CH2:15][CH2:14][CH2:13][CH2:12][CH:11]=1.[N:16]([Sn:19]([CH3:22])([CH3:21])[CH3:20])=[N+:17]=[N-:18]. (2) Given the product [CH2:1]([O:8][C:9]([NH:11][C:12]1[CH:30]=[CH:29][C:15]2[C:16]3[C:24]([O:25][CH:26]([F:28])[F:27])=[CH:23][CH:22]=[CH:21][C:17]=3[O:18][CH:19]([OH:20])[C:14]=2[C:13]=1[Br:31])=[O:10])[C:2]1[CH:3]=[CH:4][CH:5]=[CH:6][CH:7]=1, predict the reactants needed to synthesize it. The reactants are: [CH2:1]([O:8][C:9]([NH:11][C:12]1[CH:30]=[CH:29][C:15]2[C:16]3[C:24]([O:25][CH:26]([F:28])[F:27])=[CH:23][CH:22]=[CH:21][C:17]=3[O:18][C:19](=[O:20])[C:14]=2[C:13]=1[Br:31])=[O:10])[C:2]1[CH:7]=[CH:6][CH:5]=[CH:4][CH:3]=1.[H-].CCCCCCC.C(C(C(C([O-])=O)O)O)([O-])=O.[K+].[Na+]. (3) Given the product [Cl:17][C:18]1[CH:19]=[C:20]2[C:24](=[CH:25][CH:26]=1)[NH:23][C:22](=[O:27])[C:21]2=[CH:7][C:6]1[CH:5]=[C:4]([CH:1]([CH3:3])[CH3:2])[C:11]([O:12][CH3:13])=[C:10]([CH:14]([CH3:16])[CH3:15])[CH:9]=1, predict the reactants needed to synthesize it. The reactants are: [CH:1]([C:4]1[CH:5]=[C:6]([CH:9]=[C:10]([CH:14]([CH3:16])[CH3:15])[C:11]=1[O:12][CH3:13])[CH:7]=O)([CH3:3])[CH3:2].[Cl:17][C:18]1[CH:19]=[C:20]2[C:24](=[CH:25][CH:26]=1)[NH:23][C:22](=[O:27])[CH2:21]2. (4) Given the product [Cl:32][C:33]1[C:47]([CH3:48])=[CH:46][C:36]([O:37][C:38]2[CH:39]=[CH:40][C:41]([CH2:42][NH:43][C:4](=[O:6])[C:3]3[CH:7]=[CH:8][CH:9]=[N:10][C:2]=3[NH2:1])=[CH:44][CH:45]=2)=[CH:35][C:34]=1[CH3:49], predict the reactants needed to synthesize it. The reactants are: [NH2:1][C:2]1[N:10]=[CH:9][CH:8]=[CH:7][C:3]=1[C:4]([OH:6])=O.ON1C2C=CC=CC=2N=N1.CCN=C=NCCCN(C)C.[Cl:32][C:33]1[C:47]([CH3:48])=[CH:46][C:36]([O:37][C:38]2[CH:45]=[CH:44][C:41]([CH2:42][NH2:43])=[CH:40][CH:39]=2)=[CH:35][C:34]=1[CH3:49].C(=O)(O)[O-].[Na+]. (5) Given the product [OH:1][C:2]([CH3:34])([CH3:36])[CH2:3][N:4]1[CH:8]=[CH:7][C:6]([NH:9][C:10](=[O:33])[CH:11]([N:17]2[CH2:21][C:20]([O:22][C:23]3[CH:28]=[CH:27][CH:26]=[C:25]([O:29][CH3:30])[C:24]=3[Cl:31])=[CH:19][C:18]2=[O:32])[CH2:12][C:13]([F:16])([CH3:14])[CH3:15])=[N:5]1, predict the reactants needed to synthesize it. The reactants are: [OH:1][C@@H:2]([CH2:34]O)[CH2:3][N:4]1[CH:8]=[CH:7][C:6]([NH:9][C:10](=[O:33])[CH:11]([N:17]2[CH2:21][C:20]([O:22][C:23]3[CH:28]=[CH:27][CH:26]=[C:25]([O:29][CH3:30])[C:24]=3[Cl:31])=[CH:19][C:18]2=[O:32])[CH2:12][C:13]([F:16])([CH3:15])[CH3:14])=[N:5]1.[CH3:36]N(C)CCCN=C=NCC.ON1C2C=CC=CC=2N=N1.Cl.O[C@@H](CO)CN1C=CC(NC(=O)[C@@H](N2CC(OC3C=CC=C(Cl)C=3Cl)=CC2=O)CC(C)C)=N1. (6) The reactants are: Cl[C:2]1[N:10]=[CH:9][N:8]=[C:7]2[C:3]=1[N:4]=[C:5]([NH:11][C:12]1[CH:17]=[CH:16][CH:15]=[C:14]([N:18]3[CH2:23][CH2:22][O:21][CH2:20][CH2:19]3)[CH:13]=1)[NH:6]2.[O:24]1[CH2:29][CH2:28][CH:27]([O:30][C:31]2[CH:38]=[CH:37][C:36](B3OC(C)(C)C(C)(C)O3)=[CH:35][C:32]=2[C:33]#[N:34])[CH2:26][CH2:25]1.C([O-])([O-])=O.[Cs+].[Cs+]. Given the product [O:21]1[CH2:22][CH2:23][N:18]([C:14]2[CH:13]=[C:12]([NH:11][C:5]3[NH:6][C:7]4[C:3]([N:4]=3)=[C:2]([C:36]3[CH:37]=[CH:38][C:31]([O:30][CH:27]5[CH2:28][CH2:29][O:24][CH2:25][CH2:26]5)=[C:32]([CH:35]=3)[C:33]#[N:34])[N:10]=[CH:9][N:8]=4)[CH:17]=[CH:16][CH:15]=2)[CH2:19][CH2:20]1, predict the reactants needed to synthesize it. (7) Given the product [Br:1][C:2]1[CH:8]=[CH:7][C:5]([NH:6][C:19](=[O:20])[CH2:18][CH2:17][Cl:16])=[CH:4][C:3]=1[Cl:9], predict the reactants needed to synthesize it. The reactants are: [Br:1][C:2]1[CH:8]=[CH:7][C:5]([NH2:6])=[CH:4][C:3]=1[Cl:9].N1C=CC=CC=1.[Cl:16][CH2:17][CH2:18][C:19](Cl)=[O:20]. (8) Given the product [C:4]([C:5]1[CH:6]=[C:7]([N:11]2[CH2:17][CH2:16][CH2:15][N:14]([C:18]([O:20][C:21]([CH3:24])([CH3:23])[CH3:22])=[O:19])[CH2:13][CH2:12]2)[CH:8]=[N:9][CH:10]=1)#[CH:3], predict the reactants needed to synthesize it. The reactants are: CC(O)(C)[C:3]#[C:4][C:5]1[CH:6]=[C:7]([N:11]2[CH2:17][CH2:16][CH2:15][N:14]([C:18]([O:20][C:21]([CH3:24])([CH3:23])[CH3:22])=[O:19])[CH2:13][CH2:12]2)[CH:8]=[N:9][CH:10]=1.[H-].[Na+]. (9) Given the product [NH2:21][C:20]1[S:3][C:2]([NH:1][C:4]2[CH:5]=[CH:6][C:7]([O:10][CH2:11][CH2:12][O:13][CH3:14])=[CH:8][CH:9]=2)=[N:15][C:16]=1[C:17]([NH2:19])=[O:18], predict the reactants needed to synthesize it. The reactants are: [N:1]([C:4]1[CH:9]=[CH:8][C:7]([O:10][CH2:11][CH2:12][O:13][CH3:14])=[CH:6][CH:5]=1)=[C:2]=[S:3].[NH2:15][CH:16]([C:20]#[N:21])[C:17]([NH2:19])=[O:18].